From a dataset of Peptide-MHC class II binding affinity with 134,281 pairs from IEDB. Regression. Given a peptide amino acid sequence and an MHC pseudo amino acid sequence, predict their binding affinity value. This is MHC class II binding data. (1) The peptide sequence is SIYGAKFADENFIKK. The MHC is DRB4_0101 with pseudo-sequence DRB4_0103. The binding affinity (normalized) is 0. (2) The peptide sequence is STEVAARALAADRAR. The MHC is H-2-IAd with pseudo-sequence H-2-IAd. The binding affinity (normalized) is 0.772.